From a dataset of Forward reaction prediction with 1.9M reactions from USPTO patents (1976-2016). Predict the product of the given reaction. (1) Given the reactants CC1(C)C(C)(C)OB([C:9]2[CH:23]=[CH:22][C:12]([O:13][C:14]3[CH:21]=[CH:20][C:17]([C:18]#[N:19])=[CH:16][CH:15]=3)=[CH:11][CH:10]=2)O1.I[C:26]1[C:34]2[C:29](=[N:30][CH:31]=[N:32][C:33]=2[NH2:35])[N:28]([C@H:36]2[CH2:41][CH2:40][C@@H:39]([N:42]3[CH2:47][CH2:46][N:45]([CH3:48])[CH2:44][CH2:43]3)[CH2:38][CH2:37]2)[N:27]=1.O.C(=O)([O-])[O-].[Na+].[Na+], predict the reaction product. The product is: [NH2:35][C:33]1[N:32]=[CH:31][N:30]=[C:29]2[N:28]([C@H:36]3[CH2:41][CH2:40][C@@H:39]([N:42]4[CH2:43][CH2:44][N:45]([CH3:48])[CH2:46][CH2:47]4)[CH2:38][CH2:37]3)[N:27]=[C:26]([C:9]3[CH:10]=[CH:11][C:12]([O:13][C:14]4[CH:15]=[CH:16][C:17]([C:18]#[N:19])=[CH:20][CH:21]=4)=[CH:22][CH:23]=3)[C:34]=12. (2) Given the reactants [CH3:1][CH:2]([OH:9])[CH2:3][CH2:4][CH2:5][CH2:6][CH2:7][CH3:8].[C:10](O)(=[O:13])[CH:11]=[CH2:12], predict the reaction product. The product is: [C:10]([O:9][CH:2]([CH2:3][CH2:4][CH2:5][CH2:6][CH2:7][CH3:8])[CH3:1])(=[O:13])[CH:11]=[CH2:12]. (3) Given the reactants [C:1]([O:5][C:6]([N:8]1[CH2:15][C:14]2[C:10](=[N:11][NH:12][C:13]=2[NH2:16])[CH2:9]1)=[O:7])([CH3:4])([CH3:3])[CH3:2].[F:17][CH:18]([C:22](=O)[CH3:23])[C:19](=O)[CH3:20], predict the reaction product. The product is: [C:1]([O:5][C:6]([N:8]1[CH2:15][C:14]2=[C:13]3[N:12]([N:11]=[C:10]2[CH2:9]1)[C:22]([CH3:23])=[C:18]([F:17])[C:19]([CH3:20])=[N:16]3)=[O:7])([CH3:4])([CH3:2])[CH3:3].